Dataset: Full USPTO retrosynthesis dataset with 1.9M reactions from patents (1976-2016). Task: Predict the reactants needed to synthesize the given product. (1) Given the product [F:1][C:2]1[CH:3]=[CH:4][C:5]([O:28][C:29]2[CH:30]=[CH:31][CH:32]=[CH:33][CH:34]=2)=[C:6]([N:8]([CH2:9][C:10]2[CH:15]=[C:14]([O:16][CH3:17])[CH:13]=[CH:12][C:11]=2[O:18][CH2:19][CH2:20][O:21][CH:22]2[CH2:27][CH2:26][CH2:25][CH2:24][O:23]2)[C:35](=[O:37])[CH3:36])[CH:7]=1, predict the reactants needed to synthesize it. The reactants are: [F:1][C:2]1[CH:3]=[CH:4][C:5]([O:28][C:29]2[CH:34]=[CH:33][CH:32]=[CH:31][CH:30]=2)=[C:6]([NH:8][CH2:9][C:10]2[CH:15]=[C:14]([O:16][CH3:17])[CH:13]=[CH:12][C:11]=2[O:18][CH2:19][CH2:20][O:21][CH:22]2[CH2:27][CH2:26][CH2:25][CH2:24][O:23]2)[CH:7]=1.[C:35](OC(=O)C)(=[O:37])[CH3:36]. (2) Given the product [N:12]1([CH2:11][C:9]2[O:10][C:6]3[CH:5]=[C:4]([NH2:1])[CH:18]=[CH:17][C:7]=3[N:8]=2)[CH2:16][CH2:15][CH2:14][CH2:13]1, predict the reactants needed to synthesize it. The reactants are: [N+:1]([C:4]1[CH:18]=[CH:17][C:7]2[N:8]=[C:9]([CH2:11][N:12]3[CH2:16][CH2:15][CH2:14][CH2:13]3)[O:10][C:6]=2[CH:5]=1)([O-])=O.[O-2].[Al+3].[O-2].[O-2].[Al+3].ClCCl.C(O)C.